This data is from Catalyst prediction with 721,799 reactions and 888 catalyst types from USPTO. The task is: Predict which catalyst facilitates the given reaction. (1) Reactant: [F:1][C:2]1([F:22])[CH2:7][CH2:6][CH2:5][N:4]([C:8]2[N:12]([CH2:13][CH2:14][O:15][CH2:16][Si:17]([CH3:20])([CH3:19])[CH3:18])[N:11]=[CH:10][C:9]=2[NH2:21])[CH2:3]1.CCN(C(C)C)C(C)C.[N:32]1[N:36]2[CH:37]=[CH:38][CH:39]=[N:40][C:35]2=[C:34]([C:41](Cl)=[O:42])[CH:33]=1. Product: [F:22][C:2]1([F:1])[CH2:7][CH2:6][CH2:5][N:4]([C:8]2[N:12]([CH2:13][CH2:14][O:15][CH2:16][Si:17]([CH3:19])([CH3:18])[CH3:20])[N:11]=[CH:10][C:9]=2[NH:21][C:41]([C:34]2[CH:33]=[N:32][N:36]3[CH:37]=[CH:38][CH:39]=[N:40][C:35]=23)=[O:42])[CH2:3]1. The catalyst class is: 1. (2) Reactant: Br[C:2]1[CH:3]=[C:4]([NH2:20])[C:5]2[CH:6]=[N:7][N:8]([S:11]([C:14]3[CH:19]=[CH:18][CH:17]=[CH:16][CH:15]=3)(=[O:13])=[O:12])[C:9]=2[CH:10]=1.CC1(C)C(C)(C)OB([C:29]2[CH:37]=[CH:36][CH:35]=[C:34]3[C:30]=2[CH:31]=[CH:32][NH:33]3)O1.C(=O)([O-])[O-].[Na+].[Na+]. Product: [NH:33]1[C:34]2[C:30](=[C:29]([C:2]3[CH:3]=[C:4]([NH2:20])[C:5]4[CH:6]=[N:7][N:8]([S:11]([C:14]5[CH:19]=[CH:18][CH:17]=[CH:16][CH:15]=5)(=[O:13])=[O:12])[C:9]=4[CH:10]=3)[CH:37]=[CH:36][CH:35]=2)[CH:31]=[CH:32]1. The catalyst class is: 117. (3) Reactant: [Cl:1][C:2]1[CH:3]=[C:4]([N:9]2[CH2:15][C@@H:14]3[C@@H:11]([CH2:12][N:13]3C(OC(C)(C)C)=O)[CH2:10]2)[CH:5]=[N:6][C:7]=1[Cl:8].O.[C:24]1([CH3:34])[CH:29]=[CH:28][C:27]([S:30]([OH:33])(=[O:32])=[O:31])=[CH:26][CH:25]=1. Product: [C:24]1([CH3:34])[CH:25]=[CH:26][C:27]([S:30]([OH:33])(=[O:31])=[O:32])=[CH:28][CH:29]=1.[Cl:1][C:2]1[CH:3]=[C:4]([N:9]2[CH2:15][C@@H:14]3[C@@H:11]([CH2:12][NH:13]3)[CH2:10]2)[CH:5]=[N:6][C:7]=1[Cl:8]. The catalyst class is: 13. (4) Reactant: COC1C=C(OC)C=CC=1C[N:6]([C:31]1[CH:36]=[CH:35][N:34]=[CH:33][N:32]=1)[S:7]([C:10]1[CH:15]=[C:14]([CH3:16])[C:13]([O:17][C@H:18]2[CH2:23][CH2:22][CH2:21][CH2:20][C@@H:19]2[C:24]2[N:28]([CH3:29])[N:27]=[CH:26][CH:25]=2)=[CH:12][C:11]=1[F:30])(=[O:9])=[O:8].C([SiH](CC)CC)C.FC(F)(F)C(O)=O. Product: [F:30][C:11]1[CH:12]=[C:13]([O:17][C@H:18]2[CH2:23][CH2:22][CH2:21][CH2:20][C@@H:19]2[C:24]2[N:28]([CH3:29])[N:27]=[CH:26][CH:25]=2)[C:14]([CH3:16])=[CH:15][C:10]=1[S:7]([NH:6][C:31]1[CH:36]=[CH:35][N:34]=[CH:33][N:32]=1)(=[O:8])=[O:9]. The catalyst class is: 4. (5) Reactant: ClC1C(C(NCC23CC4CC(CC(C4)C2)C3)=O)=CC(C2C=CC=CC=2C(O)=O)=NC=1.[Cl:31][C:32]1[CH:37]=[CH:36][C:35](B(O)O)=[CH:34][C:33]=1[C:41]([NH:43][CH2:44][C:45]12[CH2:54][CH:49]3[CH2:50][CH:51]([CH2:53][CH:47]([CH2:48]3)[CH2:46]1)[CH2:52]2)=[O:42].Br[C:56]1[C:57]([N:62]2[CH2:67][CH2:66][C:65]([OH:72])([C:68]([O:70]C)=[O:69])[CH2:64][CH2:63]2)=[N:58][CH:59]=[CH:60][CH:61]=1.[OH-].[K+]. Product: [Cl:31][C:32]1[CH:37]=[CH:36][C:35]([C:56]2[C:57]([N:62]3[CH2:63][CH2:64][C:65]([OH:72])([C:68]([OH:70])=[O:69])[CH2:66][CH2:67]3)=[N:58][CH:59]=[CH:60][CH:61]=2)=[CH:34][C:33]=1[C:41]([NH:43][CH2:44][C:45]12[CH2:54][CH:49]3[CH2:50][CH:51]([CH2:53][CH:47]([CH2:48]3)[CH2:46]1)[CH2:52]2)=[O:42]. The catalyst class is: 30. (6) The catalyst class is: 47. Reactant: [NH2:1][C:2]1[O:3][C:4]2[C:9]([CH:10]([C:14]3[CH:19]=[C:18]([O:20][CH3:21])[C:17]([O:22][CH3:23])=[C:16]([Br:24])[CH:15]=3)[C:11]=1[C:12]#[N:13])=[CH:8][C:7]([OH:25])=[C:6]1[CH:26]=[CH:27][CH:28]=[CH:29][C:5]=21.[C:30](=O)([O-])[O-].[K+].[K+].IC. Product: [NH2:1][C:2]1[O:3][C:4]2[C:9]([CH:10]([C:14]3[CH:19]=[C:18]([O:20][CH3:21])[C:17]([O:22][CH3:23])=[C:16]([Br:24])[CH:15]=3)[C:11]=1[C:12]#[N:13])=[CH:8][C:7]([O:25][CH3:30])=[C:6]1[CH:26]=[CH:27][CH:28]=[CH:29][C:5]=21. (7) Reactant: [OH:1][CH:2]1[C:7]([C:8]2[C:13]([O:14][CH3:15])=[CH:12][C:11]([O:16][CH3:17])=[CH:10][C:9]=2[O:18][CH3:19])=[CH:6][CH2:5][N:4]([CH3:20])[CH2:3]1. Product: [OH:1][C@H:2]1[C@@H:7]([C:8]2[C:9]([O:18][CH3:19])=[CH:10][C:11]([O:16][CH3:17])=[CH:12][C:13]=2[O:14][CH3:15])[CH2:6][CH2:5][N:4]([CH3:20])[CH2:3]1. The catalyst class is: 6.